This data is from Full USPTO retrosynthesis dataset with 1.9M reactions from patents (1976-2016). The task is: Predict the reactants needed to synthesize the given product. (1) Given the product [NH:14]1[C:15]2[CH2:16][CH2:17][CH:18]=[C:10]([C:8]3[CH:7]=[CH:6][C:3]([C:4]#[N:5])=[C:2]([F:1])[CH:9]=3)[C:11]=2[CH:12]=[N:13]1, predict the reactants needed to synthesize it. The reactants are: [F:1][C:2]1[CH:9]=[C:8]([C:10]2[C:11]3[CH:12]=[N:13][N:14](C4CCCCO4)[C:15]=3[CH2:16][CH2:17][CH:18]=2)[CH:7]=[CH:6][C:3]=1[C:4]#[N:5].FC1C=C(C2C3C(CCC=2)=NN(C2CCCCO2)C=3)C=CC=1C#N.OS(O)(=O)=O.C([O-])([O-])=O.[Na+].[Na+]. (2) Given the product [CH2:1]([O:3][C:4](=[O:46])[CH2:5][C@H:6]1[CH2:11][CH2:10][C@H:9]([CH2:12][NH:13][CH2:14][CH2:15][C:16]2[C:21]([CH2:22][N:23]([CH2:30][C:31]3[CH:36]=[C:35]([C:37]([F:40])([F:39])[F:38])[CH:34]=[C:33]([C:41]([F:44])([F:43])[F:42])[CH:32]=3)[C:24]3[N:25]=[N:26][N:27]([CH3:29])[N:28]=3)=[CH:20][C:19]([C:47]3[CH:52]=[CH:51][CH:50]=[CH:49][CH:48]=3)=[CH:18][N:17]=2)[CH2:8][CH2:7]1)[CH3:2], predict the reactants needed to synthesize it. The reactants are: [CH2:1]([O:3][C:4](=[O:46])[CH2:5][C@H:6]1[CH2:11][CH2:10][C@H:9]([CH2:12][NH:13][CH2:14][CH2:15][C:16]2[C:21]([CH2:22][N:23]([CH2:30][C:31]3[CH:36]=[C:35]([C:37]([F:40])([F:39])[F:38])[CH:34]=[C:33]([C:41]([F:44])([F:43])[F:42])[CH:32]=3)[C:24]3[N:25]=[N:26][N:27]([CH3:29])[N:28]=3)=[CH:20][C:19](Br)=[CH:18][N:17]=2)[CH2:8][CH2:7]1)[CH3:2].[C:47]1(B(O)O)[CH:52]=[CH:51][CH:50]=[CH:49][CH:48]=1.C(=O)([O-])[O-].[Na+].[Na+].